This data is from Full USPTO retrosynthesis dataset with 1.9M reactions from patents (1976-2016). The task is: Predict the reactants needed to synthesize the given product. (1) Given the product [Cl:7][C:8]1[CH:16]=[CH:15][C:14]([N:17]2[CH:21]=[CH:20][CH:19]=[CH:18]2)=[CH:13][C:9]=1[C:10]([NH:12][C:1](=[O:5])[NH:22][C:23]1[S:24][C:25]2[CH:31]=[C:30]([S:32]([C@H:35]3[CH2:39][CH2:38][NH:37][CH2:36]3)(=[O:34])=[O:33])[CH:29]=[CH:28][C:26]=2[N:27]=1)=[O:11], predict the reactants needed to synthesize it. The reactants are: [C:1](Cl)(=[O:5])C(Cl)=O.[Cl:7][C:8]1[CH:16]=[CH:15][C:14]([N:17]2[CH:21]=[CH:20][CH:19]=[CH:18]2)=[CH:13][C:9]=1[C:10]([NH2:12])=[O:11].[NH2:22][C:23]1[S:24][C:25]2[CH:31]=[C:30]([S:32]([C@H:35]3[CH2:39][CH2:38][N:37](C(OC(C)(C)C)=O)[CH2:36]3)(=[O:34])=[O:33])[CH:29]=[CH:28][C:26]=2[N:27]=1. (2) Given the product [OH:16][C:6]1([C:5]2[S:1][CH:2]=[N:3][CH:4]=2)[CH2:15][CH2:14][C:9](=[O:10])[CH2:8][CH2:7]1, predict the reactants needed to synthesize it. The reactants are: [S:1]1[C:5]([C:6]2([OH:16])[CH2:15][CH2:14][C:9]3(OCC[O:10]3)[CH2:8][CH2:7]2)=[CH:4][N:3]=[CH:2]1.Cl.[OH-].[Na+]. (3) Given the product [CH3:1][O:2][C@:3]1([C@@H:24]2[CH2:28][S:27][C:26](=[O:29])[N:25]2[CH2:30][C:31]2[CH:36]=[CH:35][C:34]([O:37][CH3:38])=[CH:33][CH:32]=2)[CH2:8][C@H:7]([O:9][C:10](=[O:18])/[CH:11]=[C:12](/[CH3:17])\[CH2:13][CH2:14][CH2:15][CH3:16])[CH2:6][C@@H:5]([CH2:19][CH2:20][CH2:21][CH2:22][CH3:23])[O:4]1, predict the reactants needed to synthesize it. The reactants are: [CH3:1][O:2][C@:3]1([C@@H:24]2[CH2:28][S:27][C:26](=[O:29])[N:25]2[CH2:30][C:31]2[CH:36]=[CH:35][C:34]([O:37][CH3:38])=[CH:33][CH:32]=2)[CH2:8][C@H:7]([O:9][C:10](=[O:18])/[CH:11]=[C:12](/[CH3:17])\[CH2:13][CH2:14][CH:15]=[CH2:16])[CH2:6][C@@H:5]([CH2:19][CH2:20][CH2:21][CH:22]=[CH2:23])[O:4]1.CO[C@]1([C@@H]2CSC(=O)N2CC2C=CC(OC)=CC=2)C[C@H]2C[C@@H](CCCC=CCCC(C)=CC(=O)O2)O1. (4) Given the product [CH3:17][C:18]1[C:22]([C:23]([N:25]2[CH2:26][CH2:27][N:28]([CH3:31])[CH2:29][CH2:30]2)=[O:24])=[C:21]([CH3:32])[NH:20][C:19]=1[CH:33]=[C:9]1[C:8]2[C:12](=[CH:13][CH:14]=[CH:15][C:7]=2[C:3]2[CH:2]=[N:1][CH:6]=[CH:5][CH:4]=2)[NH:11][C:10]1=[O:16], predict the reactants needed to synthesize it. The reactants are: [N:1]1[CH:6]=[CH:5][CH:4]=[C:3]([C:7]2[CH:15]=[CH:14][CH:13]=[C:12]3[C:8]=2[CH2:9][C:10](=[O:16])[NH:11]3)[CH:2]=1.[CH3:17][C:18]1[C:22]([C:23]([N:25]2[CH2:30][CH2:29][N:28]([CH3:31])[CH2:27][CH2:26]2)=[O:24])=[C:21]([CH3:32])[NH:20][C:19]=1[CH:33]=O.N1CCCCC1. (5) Given the product [CH2:30]([O:29][C:27](=[O:28])[NH:14][C:12](=[O:13])[CH2:11][C@H:10]([NH:9][C:6]1[CH:7]=[CH:8][C:3]([C:2]([F:17])([F:18])[F:1])=[CH:4][CH:5]=1)[CH2:15][CH3:16])[C:31]1[CH:36]=[CH:35][CH:34]=[CH:33][CH:32]=1, predict the reactants needed to synthesize it. The reactants are: [F:1][C:2]([F:18])([F:17])[C:3]1[CH:8]=[CH:7][C:6]([NH:9][C@H:10]([CH2:15][CH3:16])[CH2:11][C:12]([NH2:14])=[O:13])=[CH:5][CH:4]=1.C(OC(C)C)(C)C.Cl[C:27]([O:29][CH2:30][C:31]1[CH:36]=[CH:35][CH:34]=[CH:33][CH:32]=1)=[O:28].CC(C)([O-])C.[Li+]. (6) Given the product [CH3:10][O:9][C:7]1[CH:6]=[C:5]([C@@H:11]([NH:13][C:43]([C:39]2[CH:38]=[C:37]3[C:42](=[CH:41][CH:40]=2)[N:34]([CH2:33][C:30]2[CH:29]=[CH:28][C:27]([C:22]4[C:21]([C:19]([OH:20])=[O:18])=[CH:26][CH:25]=[CH:24][CH:23]=4)=[CH:32][CH:31]=2)[C:35]([CH3:47])=[C:36]3[CH3:46])=[O:44])[CH3:12])[CH:4]=[C:3]([O:2][CH3:1])[CH:8]=1, predict the reactants needed to synthesize it. The reactants are: [CH3:1][O:2][C:3]1[CH:4]=[C:5]([C@@H:11]([NH2:13])[CH3:12])[CH:6]=[C:7]([O:9][CH3:10])[CH:8]=1.C([O:18][C:19]([C:21]1[CH:26]=[CH:25][CH:24]=[CH:23][C:22]=1[C:27]1[CH:32]=[CH:31][C:30]([CH2:33][N:34]2[C:42]3[C:37](=[CH:38][C:39]([C:43](O)=[O:44])=[CH:40][CH:41]=3)[C:36]([CH3:46])=[C:35]2[CH3:47])=[CH:29][CH:28]=1)=[O:20])(C)(C)C. (7) Given the product [Br-:2].[Br-:1].[CH3:16][N+:7]([CH3:17])([CH2:8][CH2:9][CH2:10][C:11]([O:13][CH2:14][CH3:15])=[O:12])[CH2:6][CH2:5][CH2:4][CH2:3][N+:35]1[C:36]2[C:31](=[C:30]([F:29])[CH:39]=[CH:38][CH:37]=2)[C:32]([CH3:40])=[CH:33][CH:34]=1, predict the reactants needed to synthesize it. The reactants are: [Br-:1].[Br:2][CH2:3][CH2:4][CH2:5][CH2:6][N+:7]([CH3:17])([CH3:16])[CH2:8][CH2:9][CH2:10][C:11]([O:13][CH2:14][CH3:15])=[O:12].C1(C)C=CC(S(O)(=O)=O)=CC=1.[F:29][C:30]1[CH:39]=[CH:38][CH:37]=[C:36]2[C:31]=1[C:32]([CH3:40])=[CH:33][CH:34]=[N:35]2.C(N(CC)CC)C.